Dataset: Catalyst prediction with 721,799 reactions and 888 catalyst types from USPTO. Task: Predict which catalyst facilitates the given reaction. Reactant: [C:1]12([CH2:11][C:12]([NH:14][C:15]3[C:24]([CH3:25])=[CH:23][CH:22]=[C:21]4[C:16]=3[CH:17]=[CH:18][C:19]([N:26]3[CH2:30][CH2:29][C@H:28]([NH:31][C:32]([N:34]5[CH2:38][CH2:37][C@H:36]([NH:39]C(=O)OC(C)(C)C)[CH2:35]5)=[O:33])[CH2:27]3)=[N:20]4)=[O:13])[CH2:10][CH:5]3[CH2:6][CH:7]([CH2:9][CH:3]([CH2:4]3)[CH2:2]1)[CH2:8]2.[ClH:47].[OH-].[Na+]. Product: [ClH:47].[ClH:47].[C:1]12([CH2:11][C:12]([NH:14][C:15]3[C:24]([CH3:25])=[CH:23][CH:22]=[C:21]4[C:16]=3[CH:17]=[CH:18][C:19]([N:26]3[CH2:30][CH2:29][C@H:28]([NH:31][C:32]([N:34]5[CH2:38][CH2:37][C@H:36]([NH2:39])[CH2:35]5)=[O:33])[CH2:27]3)=[N:20]4)=[O:13])[CH2:2][CH:3]3[CH2:4][CH:5]([CH2:6][CH:7]([CH2:9]3)[CH2:8]1)[CH2:10]2. The catalyst class is: 71.